Dataset: Forward reaction prediction with 1.9M reactions from USPTO patents (1976-2016). Task: Predict the product of the given reaction. Given the reactants CS(O[CH2:6][C:7]1[C:16]([Cl:17])=[C:15]2[C:10]([C:11](=[O:31])[N:12]([CH2:18][C:19]3[CH:24]=[C:23]([Cl:25])[CH:22]=[CH:21][C:20]=3[S:26]([CH2:29][CH3:30])(=[O:28])=[O:27])[CH:13]=[N:14]2)=[CH:9][C:8]=1[C:32]([F:35])([F:34])[F:33])(=O)=O.[NH:36]1[CH2:41][CH2:40][NH:39][CH2:38][C:37]1=[O:42].C(=O)([O-])[O-].[K+].[K+], predict the reaction product. The product is: [Cl:17][C:16]1[C:7]([CH2:6][N:39]2[CH2:40][CH2:41][NH:36][C:37](=[O:42])[CH2:38]2)=[C:8]([C:32]([F:35])([F:34])[F:33])[CH:9]=[C:10]2[C:15]=1[N:14]=[CH:13][N:12]([CH2:18][C:19]1[CH:24]=[C:23]([Cl:25])[CH:22]=[CH:21][C:20]=1[S:26]([CH2:29][CH3:30])(=[O:28])=[O:27])[C:11]2=[O:31].